This data is from Catalyst prediction with 721,799 reactions and 888 catalyst types from USPTO. The task is: Predict which catalyst facilitates the given reaction. (1) Reactant: [CH2:1]([C:5]1[NH:9][N:8]=[C:7]([C:10]2[CH:15]=[CH:14][CH:13]=[CH:12][CH:11]=2)[CH:6]=1)CC=C.[CH:16]([OH:19])([CH3:18])[CH3:17].CC[C@@H]1[C@@H]2C[C@H]([C@@H](OC3C4C(=CC=CC=4)C(O[C@@H](C4C=CN=C5C=4C=C(OC)C=C5)[C@@H]4N5C[C@H](CC)[C@@H](CC5)C4)=NN=3)C3C=CN=C4C=3C=C([O:41]C)C=C4)N(CC2)C1. Product: [C:10]1([C:7]2[CH:6]=[C:5]([CH2:1][CH2:17][C@H:16]([OH:19])[CH2:18][OH:41])[NH:9][N:8]=2)[CH:15]=[CH:14][CH:13]=[CH:12][CH:11]=1. The catalyst class is: 6. (2) Reactant: Cl[C:2]1[CH:7]=[C:6]([Cl:8])[N:5]=[C:4]([NH2:9])[N:3]=1.[Cl:10][C:11]1[C:16]([CH3:17])=[CH:15][CH:14]=[CH:13][C:12]=1B(O)O.C(=O)([O-])[O-].[K+].[K+]. Product: [Cl:8][C:6]1[CH:7]=[C:2]([C:12]2[CH:13]=[CH:14][CH:15]=[C:16]([CH3:17])[C:11]=2[Cl:10])[N:3]=[C:4]([NH2:9])[N:5]=1. The catalyst class is: 70.